From a dataset of Forward reaction prediction with 1.9M reactions from USPTO patents (1976-2016). Predict the product of the given reaction. (1) Given the reactants [CH3:1][C:2]1([C:7]2[O:11][C:10]([CH2:12][N:13]3[CH:17]=[CH:16][C:15]([NH2:18])=[N:14]3)=[N:9][CH:8]=2)[O:6]CCO1.[C:19]1([C:25]2[O:29][CH:28]=[N:27][C:26]=2[C:30](O)=[O:31])[CH:24]=[CH:23][CH:22]=[CH:21][CH:20]=1, predict the reaction product. The product is: [C:2]([C:7]1[O:11][C:10]([CH2:12][N:13]2[CH:17]=[CH:16][C:15]([NH:18][C:30]([C:26]3[N:27]=[CH:28][O:29][C:25]=3[C:19]3[CH:20]=[CH:21][CH:22]=[CH:23][CH:24]=3)=[O:31])=[N:14]2)=[N:9][CH:8]=1)(=[O:6])[CH3:1]. (2) Given the reactants Cl.Cl.Cl.[O:4]1[C:8]2=[C:9]([N:13]3[CH2:18][CH2:17][N:16]([CH2:19][CH2:20][C@H:21]4[CH2:26][CH2:25][C@H:24]([NH2:27])[CH2:23][CH2:22]4)[CH2:15][CH2:14]3)[N:10]=[CH:11][CH:12]=[C:7]2[CH2:6][CH2:5]1.[F:28][C:29]([F:36])([F:35])[CH2:30][CH2:31][C:32](O)=[O:33], predict the reaction product. The product is: [O:4]1[C:8]2=[C:9]([N:13]3[CH2:18][CH2:17][N:16]([CH2:19][CH2:20][C@H:21]4[CH2:26][CH2:25][C@H:24]([NH:27][C:32](=[O:33])[CH2:31][CH2:30][C:29]([F:36])([F:35])[F:28])[CH2:23][CH2:22]4)[CH2:15][CH2:14]3)[N:10]=[CH:11][CH:12]=[C:7]2[CH2:6][CH2:5]1. (3) The product is: [C:7]([S:5][CH2:4][CH2:3][CH2:2][NH2:1])([CH3:10])([CH3:9])[CH3:8]. Given the reactants [NH2:1][CH2:2][CH2:3][CH2:4][SH:5].Cl.[C:7](O)([CH3:10])([CH3:9])[CH3:8], predict the reaction product. (4) Given the reactants [CH:1]1([C:4]2[C:5]([O:14][CH2:15][CH:16]3[CH2:18][CH2:17]3)=[CH:6][C:7]([C:10](=[N:12][OH:13])[NH2:11])=[N:8][CH:9]=2)[CH2:3][CH2:2]1.C(N(CC)CC)C.[F:26][C:27]([F:38])([F:37])[C:28](O[C:28](=O)[C:27]([F:38])([F:37])[F:26])=O, predict the reaction product. The product is: [CH:1]1([C:4]2[C:5]([O:14][CH2:15][CH:16]3[CH2:18][CH2:17]3)=[CH:6][C:7]([C:10]3[N:11]=[C:28]([C:27]([F:38])([F:37])[F:26])[O:13][N:12]=3)=[N:8][CH:9]=2)[CH2:3][CH2:2]1. (5) Given the reactants [C:1]([O:5][C:6](=[O:13])[NH:7][CH:8]1[CH2:11][C:10](=O)[CH2:9]1)([CH3:4])([CH3:3])[CH3:2].[C:14]([N:17]1[CH2:22][CH2:21][NH:20][CH2:19][CH2:18]1)(=[O:16])[CH3:15].C(O[BH-](OC(=O)C)OC(=O)C)(=O)C.[Na+], predict the reaction product. The product is: [C:1]([O:5][C:6](=[O:13])[NH:7][CH:8]1[CH2:11][CH:10]([N:20]2[CH2:21][CH2:22][N:17]([C:14](=[O:16])[CH3:15])[CH2:18][CH2:19]2)[CH2:9]1)([CH3:4])([CH3:3])[CH3:2].